Dataset: Full USPTO retrosynthesis dataset with 1.9M reactions from patents (1976-2016). Task: Predict the reactants needed to synthesize the given product. (1) Given the product [F:47][C:8]([F:7])([F:46])[C:9]1[CH:10]=[C:11]([C@H:19]2[O:23][C:22](=[O:24])[N:21]([CH2:25][C:26]3[C:31]([C:32]4[C:33]([O:39][CH3:40])=[N:34][CH:35]=[C:36]([Cl:38])[CH:37]=4)=[CH:30][N:29]=[C:28]([N:1]4[CH2:6][CH2:5][O:4][CH2:3][CH2:2]4)[N:27]=3)[C@H:20]2[CH3:45])[CH:12]=[C:13]([C:15]([F:18])([F:17])[F:16])[CH:14]=1, predict the reactants needed to synthesize it. The reactants are: [NH:1]1[CH2:6][CH2:5][O:4][CH2:3][CH2:2]1.[F:7][C:8]([F:47])([F:46])[C:9]1[CH:10]=[C:11]([C@H:19]2[O:23][C:22](=[O:24])[N:21]([CH2:25][C:26]3[C:31]([C:32]4[C:33]([O:39][CH3:40])=[N:34][CH:35]=[C:36]([Cl:38])[CH:37]=4)=[CH:30][N:29]=[C:28](S(C)(=O)=O)[N:27]=3)[C@H:20]2[CH3:45])[CH:12]=[C:13]([C:15]([F:18])([F:17])[F:16])[CH:14]=1. (2) Given the product [CH3:19][O:20][C:21]([NH:23][C@@H:24]([CH:35]([CH3:37])[CH3:36])[C:25]([N:1]1[CH2:8][CH2:7][CH2:6][C@H:2]1[C:3]([OH:5])=[O:4])=[O:26])=[O:22], predict the reactants needed to synthesize it. The reactants are: [NH:1]1[CH2:8][CH2:7][CH2:6][C@H:2]1[C:3]([OH:5])=[O:4].O.CCN(C(C)C)C(C)C.[CH3:19][O:20][C:21]([NH:23][C@@H:24]([CH:35]([CH3:37])[CH3:36])[C:25](ON1C(=O)CCC1=O)=[O:26])=[O:22].